Task: Predict the product of the given reaction.. Dataset: Forward reaction prediction with 1.9M reactions from USPTO patents (1976-2016) (1) Given the reactants Cl[C:2]1[CH:3]=[C:4]([C:9]2[N:13]3[CH:14]=[CH:15][C:16]([C:19]([OH:22])([CH3:21])[CH3:20])=[C:17]([F:18])[C:12]3=[N:11][CH:10]=2)[CH:5]=[CH:6][C:7]=1[F:8].[Cl:23][C:24]1[C:25]([F:33])=[C:26](B(O)O)[CH:27]=[CH:28][CH:29]=1, predict the reaction product. The product is: [Cl:23][C:24]1[C:25]([F:33])=[C:26]([C:2]2[CH:3]=[C:4]([C:9]3[N:13]4[CH:14]=[CH:15][C:16]([C:19]([OH:22])([CH3:21])[CH3:20])=[C:17]([F:18])[C:12]4=[N:11][CH:10]=3)[CH:5]=[CH:6][C:7]=2[F:8])[CH:27]=[CH:28][CH:29]=1. (2) Given the reactants [Cl:1][C:2]1[CH:3]=[C:4]([S:8](Cl)(=[O:10])=[O:9])[S:5][C:6]=1[Cl:7].[NH2:12][CH2:13][CH2:14][CH2:15][NH:16][C:17]1[CH:22]=[C:21]([C:23]2[CH:28]=[CH:27][CH:26]=[C:25]([CH3:29])[C:24]=2[CH3:30])[N:20]=[C:19]([NH2:31])[N:18]=1, predict the reaction product. The product is: [NH2:31][C:19]1[N:18]=[C:17]([NH:16][CH2:15][CH2:14][CH2:13][NH:12][S:8]([C:4]2[S:5][C:6]([Cl:7])=[C:2]([Cl:1])[CH:3]=2)(=[O:10])=[O:9])[CH:22]=[C:21]([C:23]2[CH:28]=[CH:27][CH:26]=[C:25]([CH3:29])[C:24]=2[CH3:30])[N:20]=1. (3) Given the reactants Cl[C:2]1[N:7]=[C:6]([N:8]2[CH2:13][CH2:12][O:11][CH2:10][CH2:9]2)[C:5]([C:14]#[C:15][C:16]2[CH:17]=[C:18]([NH:22][C:23](=[O:35])[C@@H:24]([N:26]([CH3:34])[C:27](=[O:33])[O:28][C:29]([CH3:32])([CH3:31])[CH3:30])[CH3:25])[CH:19]=[CH:20][CH:21]=2)=[CH:4][N:3]=1.[NH2:36][CH2:37][CH2:38][C:39]1[CH:44]=[CH:43][N:42]=[CH:41][CH:40]=1.C(=O)([O-])[O-].[Cs+].[Cs+], predict the reaction product. The product is: [CH3:34][N:26]([C@@H:24]([CH3:25])[C:23]([NH:22][C:18]1[CH:19]=[CH:20][CH:21]=[C:16]([C:15]#[C:14][C:5]2[C:6]([N:8]3[CH2:13][CH2:12][O:11][CH2:10][CH2:9]3)=[N:7][C:2]([NH:36][CH2:37][CH2:38][C:39]3[CH:44]=[CH:43][N:42]=[CH:41][CH:40]=3)=[N:3][CH:4]=2)[CH:17]=1)=[O:35])[C:27](=[O:33])[O:28][C:29]([CH3:31])([CH3:30])[CH3:32]. (4) Given the reactants CCCC[N+](CCCC)(CCCC)CCCC.[F-].[C:19]([O:22][CH2:23][C@H:24]1[CH2:29][C@@H:28]([O:30][Si](C(C)(C)C)(C2C=CC=CC=2)C2C=CC=CC=2)[CH2:27][CH2:26][C@@:25]1([C@H:49]1[CH2:57][CH2:56][C@@:55]2([CH3:58])[C@@H:51]([CH2:52][CH2:53][C@@:54]2([OH:64])[C:59]2[S:60][CH:61]=[CH:62][N:63]=2)[C@@H:50]1[CH2:65][N:66]=[N+:67]=[N-:68])[CH3:48])(=[O:21])[CH3:20], predict the reaction product. The product is: [C:19]([O:22][CH2:23][C@H:24]1[CH2:29][C@@H:28]([OH:30])[CH2:27][CH2:26][C@@:25]1([C@H:49]1[CH2:57][CH2:56][C@@:55]2([CH3:58])[C@@H:51]([CH2:52][CH2:53][C@@:54]2([OH:64])[C:59]2[S:60][CH:61]=[CH:62][N:63]=2)[C@@H:50]1[CH2:65][N:66]=[N+:67]=[N-:68])[CH3:48])(=[O:21])[CH3:20]. (5) Given the reactants [Br:1][C:2]1[CH:25]=[N:24][C:5]2=[N:6][C:7]([N:11]3[CH2:14][CH:13]([N:15]([CH3:23])[C:16](=[O:22])[O:17][C:18]([CH3:21])([CH3:20])[CH3:19])[CH2:12]3)=[C:8](Cl)[N:9]=[C:4]2[CH:3]=1.[NH2:26][C@H:27]([CH3:30])[CH2:28][OH:29], predict the reaction product. The product is: [Br:1][C:2]1[CH:25]=[N:24][C:5]2=[N:6][C:7]([N:11]3[CH2:14][CH:13]([N:15]([CH3:23])[C:16](=[O:22])[O:17][C:18]([CH3:21])([CH3:20])[CH3:19])[CH2:12]3)=[C:8]([NH:26][C@H:27]([CH3:30])[CH2:28][OH:29])[N:9]=[C:4]2[CH:3]=1.